This data is from Full USPTO retrosynthesis dataset with 1.9M reactions from patents (1976-2016). The task is: Predict the reactants needed to synthesize the given product. (1) Given the product [Cl:1][C:2]1[CH:3]=[C:4]([NH:9][C:10]2[C:19]3[C:14](=[CH:15][CH:16]=[C:17]([O:35][CH2:34][CH2:33][N:30]4[CH2:31][CH2:32][O:27][CH2:28][CH2:29]4)[CH:18]=3)[N:13]=[C:12]([C:21]3[CH:22]=[N:23][CH:24]=[CH:25][CH:26]=3)[N:11]=2)[CH:5]=[CH:6][C:7]=1[F:8], predict the reactants needed to synthesize it. The reactants are: [Cl:1][C:2]1[CH:3]=[C:4]([NH:9][C:10]2[C:19]3[C:14](=[CH:15][CH:16]=[C:17](I)[CH:18]=3)[N:13]=[C:12]([C:21]3[CH:22]=[N:23][CH:24]=[CH:25][CH:26]=3)[N:11]=2)[CH:5]=[CH:6][C:7]=1[F:8].[O:27]1[CH2:32][CH2:31][N:30]([CH2:33][CH2:34][OH:35])[CH2:29][CH2:28]1.NC1C=CC2C(=CC=CC=2)C=1C1C2C(=CC=CC=2)C=CC=1N.C(=O)([O-])[O-].[Cs+].[Cs+]. (2) Given the product [CH3:29][O:28][C:21]1[C:20]2[C:25](=[CH:26][CH:27]=[C:18]([S:16][C:13]3[N:11]4[CH:12]=[C:7]([C:5]5[CH:4]=[N:3][N:2]([CH3:1])[CH:6]=5)[CH:8]=[CH:9][C:10]4=[N:15][N:14]=3)[CH:19]=2)[N:24]=[CH:23][CH:22]=1, predict the reactants needed to synthesize it. The reactants are: [CH3:1][N:2]1[CH:6]=[C:5]([C:7]2[CH:8]=[CH:9][C:10]3[N:11]([C:13]([SH:16])=[N:14][N:15]=3)[CH:12]=2)[CH:4]=[N:3]1.Br[C:18]1[CH:19]=[C:20]2[C:25](=[CH:26][CH:27]=1)[N:24]=[CH:23][CH:22]=[C:21]2[O:28][CH3:29].C1(P(C2C=CC=CC=2)C2C3OC4C(=CC=CC=4P(C4C=CC=CC=4)C4C=CC=CC=4)C(C)(C)C=3C=CC=2)C=CC=CC=1.C(N(CC)C(C)C)(C)C.